From a dataset of Choline transporter screen with 302,306 compounds. Binary Classification. Given a drug SMILES string, predict its activity (active/inactive) in a high-throughput screening assay against a specified biological target. (1) The molecule is S(=O)(=O)(NC(Cc1ccccc1)c1n(CC)c(SC)nn1)c1ccc(F)cc1. The result is 0 (inactive). (2) The compound is O1CCN(CCCNC(=O)c2[nH]cc(c2)C(=O)c2ccc(cc2)C)CC1. The result is 0 (inactive). (3) The drug is S(=O)(=O)(N)c1cc(NC(=O)Nc2c(OCC)cccc2)ccc1. The result is 0 (inactive). (4) The molecule is O(CCC(=O)NNC(=O)c1cc(OC)c(OC)c(OC)c1)c1ccc(OCC)cc1. The result is 0 (inactive). (5) The compound is Clc1ccc(c2nc(sc2)N(C(=O)c2occc2)C)cc1. The result is 0 (inactive). (6) The molecule is O=C(Nc1cc2nn(nc2cc1)c1ccccc1)CC(C)C. The result is 0 (inactive). (7) The molecule is o1c(C(=O)N\N=C(\c2c3c(ccc2)cccc3)C)ccc1. The result is 0 (inactive). (8) The result is 0 (inactive). The drug is S(c1nc(nc2c1cccc2)C1CC1)CC(=O)Nc1cc(NC(=O)C)ccc1. (9) The compound is [nH]1c2c(nc1c1ncccc1)cc1c(c2)cccc1. The result is 0 (inactive).